Dataset: Catalyst prediction with 721,799 reactions and 888 catalyst types from USPTO. Task: Predict which catalyst facilitates the given reaction. (1) The catalyst class is: 2. Reactant: [OH:1][C:2]1[C:3]([C:12]([NH:14][CH2:15][C:16]2[C:24]3[C:19](=[CH:20][CH:21]=[CH:22][CH:23]=3)[N:18](C(OC(C)(C)C)=O)[CH:17]=2)=[O:13])=[N:4][CH:5]=[C:6]2[C:11]=1[N:10]=[CH:9][CH:8]=[CH:7]2.FC(F)(F)C(O)=O. Product: [OH:1][C:2]1[C:3]([C:12]([NH:14][CH2:15][C:16]2[C:24]3[C:19](=[CH:20][CH:21]=[CH:22][CH:23]=3)[NH:18][CH:17]=2)=[O:13])=[N:4][CH:5]=[C:6]2[C:11]=1[N:10]=[CH:9][CH:8]=[CH:7]2. (2) Reactant: [CH2:1]([C:3]1[C:4](=[O:12])[N:5]=[C:6]2[C:11]=1[CH:10]=[CH:9][CH:8]=[CH:7]2)[CH3:2].[CH2:13]([Li])[CH2:14][CH2:15][CH3:16].CN(C)[CH2:20][CH2:21]N(C)C.I[CH2:27][CH3:28].[NH4+].[Cl-:30]. Product: [Cl:30][C:14]1[CH:15]=[C:16]([C:9]2[CH:10]=[C:11]3[C:6](=[CH:7][CH:8]=2)[NH:5][C:4](=[O:12])[C:3]3([CH2:20][CH3:21])[CH2:1][CH3:2])[CH:27]=[CH:28][CH:13]=1. The catalyst class is: 1. (3) Reactant: [F:1][C:2]1[CH:19]=[C:18]([N+:20]([O-])=O)[C:17]([F:23])=[CH:16][C:3]=1[O:4][C:5]1[CH:10]=[CH:9][N:8]=[C:7]([NH:11][C:12](=[O:15])[CH2:13][CH3:14])[CH:6]=1.[NH4+].[Cl-]. Product: [NH2:20][C:18]1[C:17]([F:23])=[CH:16][C:3]([O:4][C:5]2[CH:10]=[CH:9][N:8]=[C:7]([NH:11][C:12](=[O:15])[CH2:13][CH3:14])[CH:6]=2)=[C:2]([F:1])[CH:19]=1. The catalyst class is: 314.